Dataset: Full USPTO retrosynthesis dataset with 1.9M reactions from patents (1976-2016). Task: Predict the reactants needed to synthesize the given product. (1) Given the product [C:16]([O:15][C:13]([N:11]([CH3:12])[CH2:10][CH2:9][N:8]([CH2:20][C:21]1[S:25][CH:24]=[C:23]([N:26]2[C:30]([C:31](=[O:33])[NH:43][CH2:42][C:41]3[CH:44]=[CH:45][CH:46]=[CH:47][C:40]=3[O:39][CH3:38])=[CH:29][C:28]([C:34]([F:35])([F:36])[F:37])=[N:27]2)[CH:22]=1)[C:6](=[O:7])[O:5][C:1]([CH3:2])([CH3:3])[CH3:4])=[O:14])([CH3:18])([CH3:19])[CH3:17], predict the reactants needed to synthesize it. The reactants are: [C:1]([O:5][C:6]([N:8]([CH2:20][C:21]1[S:25][CH:24]=[C:23]([N:26]2[C:30]([C:31]([OH:33])=O)=[CH:29][C:28]([C:34]([F:37])([F:36])[F:35])=[N:27]2)[CH:22]=1)[CH2:9][CH2:10][N:11]([C:13]([O:15][C:16]([CH3:19])([CH3:18])[CH3:17])=[O:14])[CH3:12])=[O:7])([CH3:4])([CH3:3])[CH3:2].[CH3:38][O:39][C:40]1[CH:47]=[CH:46][CH:45]=[CH:44][C:41]=1[CH2:42][NH2:43]. (2) Given the product [CH:28]([N:18]1[CH:19]=[C:15]([C:12]2[CH:11]=[CH:10][C:9]([B:4]3[O:5][C:6]([CH3:7])([CH3:8])[C:2]([CH3:20])([CH3:1])[O:3]3)=[CH:14][CH:13]=2)[CH:16]=[N:17]1)([CH3:30])[CH3:29], predict the reactants needed to synthesize it. The reactants are: [CH3:1][C:2]1([CH3:20])[C:6]([CH3:8])([CH3:7])[O:5][B:4]([C:9]2[CH:14]=[CH:13][C:12]([C:15]3[CH:16]=[N:17][NH:18][CH:19]=3)=[CH:11][CH:10]=2)[O:3]1.C(=O)([O-])[O-].[K+].[K+].I[CH:28]([CH3:30])[CH3:29]. (3) Given the product [CH2:21]([O:8][C:7]([C:6]1[CH:5]=[CH:4][S:3][C:2]=1[Br:1])=[O:9])[C:22]1[CH:27]=[CH:26][CH:25]=[CH:24][CH:23]=1, predict the reactants needed to synthesize it. The reactants are: [Br:1][C:2]1[S:3][CH:4]=[CH:5][C:6]=1[C:7]([OH:9])=[O:8].CNN(NC)C1C=CN=CC=1.[CH2:21](O)[C:22]1[CH:27]=[CH:26][CH:25]=[CH:24][CH:23]=1.C(N(CC)CC)C.Cl.C(N=C=NCCCN(C)C)C.